Dataset: Experimentally validated miRNA-target interactions with 360,000+ pairs, plus equal number of negative samples. Task: Binary Classification. Given a miRNA mature sequence and a target amino acid sequence, predict their likelihood of interaction. The miRNA is rno-miR-30a-3p with sequence CUUUCAGUCGGAUGUUUGCAGC. The protein sequence of the target gene is MENRALDPGTRDSYGATSHLPNKGALAKVKNNFKDLMSKLTEGQYVLCRWTDGLYYLGKIKRVSSSKQSCLVTFEDNSKYWVLWKDIQHAGVPGEEPKCNICLGKTSGPLNEILICGKCGLGYHQQCHIPIAGSADQPLLTPWFCRRCIFALAVRKGGALKKGAIARTLQAVKMVLSYQPEELEWDSPHRTNQQQCYCYCGGPGEWYLRMLQCYRCRQWFHEACTQCLNEPMMFGDRFYLFFCSVCNQGPEYIERLPLRWVDVVHLALYNLGVQSKKKYFDFEEILAFVNHHWELLQLGK.... Result: 0 (no interaction).